Binary Classification. Given a T-cell receptor sequence (or CDR3 region) and an epitope sequence, predict whether binding occurs between them. From a dataset of TCR-epitope binding with 47,182 pairs between 192 epitopes and 23,139 TCRs. (1) The epitope is FPRPWLHGL. The TCR CDR3 sequence is CASSLWSGRADTQYF. Result: 1 (the TCR binds to the epitope). (2) The epitope is KLFIRQEEV. The TCR CDR3 sequence is CASSSAPLADTQYF. Result: 0 (the TCR does not bind to the epitope). (3) The epitope is ATDALMTGY. Result: 1 (the TCR binds to the epitope). The TCR CDR3 sequence is CASMSRDLNTGELFF. (4) The epitope is YSEHPTFTSQY. The TCR CDR3 sequence is CATAQNRLQETQYF. Result: 1 (the TCR binds to the epitope). (5) The epitope is RQLLFVVEV. The TCR CDR3 sequence is CASSLRRGPNTEAFF. Result: 1 (the TCR binds to the epitope). (6) The epitope is IPIQASLPF. The TCR CDR3 sequence is CATSLKQDNTEAFF. Result: 1 (the TCR binds to the epitope). (7) The epitope is ILGLPTQTV. The TCR CDR3 sequence is CASSAGQGLNTEAFF. Result: 1 (the TCR binds to the epitope).